From a dataset of Reaction yield outcomes from USPTO patents with 853,638 reactions. Predict the reaction yield, written as a fraction of the theoretical maximum amount of product (1.0 means a 100% yield; for example, 0.34 means a 34% yield). The reactants are [O:1]1[CH2:6][CH:5]([O:7][C:8](=[O:47])[NH:9][C@@H:10]([CH2:40][C:41]2[CH:46]=[CH:45][CH:44]=[CH:43][CH:42]=2)[C@H:11]([OH:39])[CH2:12][N:13]([CH2:31][C:32]([CH3:38])([CH3:37])[CH2:33][CH2:34][C:35]#[N:36])[S:14]([C:17]2[CH:22]=[CH:21][C:20]([O:23]CC3C=CC=CC=3)=[CH:19][CH:18]=2)(=[O:16])=[O:15])[CH2:4][O:3][CH2:2]1. The catalyst is CO. The product is [O:1]1[CH2:6][CH:5]([O:7][C:8](=[O:47])[NH:9][C@@H:10]([CH2:40][C:41]2[CH:46]=[CH:45][CH:44]=[CH:43][CH:42]=2)[C@H:11]([OH:39])[CH2:12][N:13]([CH2:31][C:32]([CH3:38])([CH3:37])[CH2:33][CH2:34][C:35]#[N:36])[S:14]([C:17]2[CH:22]=[CH:21][C:20]([OH:23])=[CH:19][CH:18]=2)(=[O:16])=[O:15])[CH2:4][O:3][CH2:2]1. The yield is 0.950.